This data is from Retrosynthesis with 50K atom-mapped reactions and 10 reaction types from USPTO. The task is: Predict the reactants needed to synthesize the given product. (1) Given the product CC(C)(C)OC(=O)N1CCC(N(Cc2cccc(-c3ccnc(Cl)n3)c2)S(C)(=O)=O)CC1, predict the reactants needed to synthesize it. The reactants are: CC(C)(C)OC(=O)N1CCC(NCc2cccc(-c3ccnc(Cl)n3)c2)CC1.CS(=O)(=O)Cl. (2) Given the product CC(C)Oc1cc(C(=O)NC2CCN(C)CC2)ccc1Nc1ncc2c(n1)N(C1CCCC1)CC(F)(F)C(=O)N2C, predict the reactants needed to synthesize it. The reactants are: CC(C)Oc1cc(C(=O)NC2CCN(C)CC2)ccc1N.CN1C(=O)C(F)(F)CN(C2CCCC2)c2nc(Cl)ncc21. (3) Given the product CC(C)(C)OC(=O)Cn1cc(C=O)cn1, predict the reactants needed to synthesize it. The reactants are: CC(C)(C)OC(=O)CBr.O=Cc1cn[nH]c1. (4) Given the product O=C(NCCO)Nc1cc([N+](=O)[O-])cc([N+](=O)[O-])c1, predict the reactants needed to synthesize it. The reactants are: NCCO.O=C=Nc1cc([N+](=O)[O-])cc([N+](=O)[O-])c1. (5) Given the product CC(C)(C)OC(=O)N(CC=O)C1CCCCC1, predict the reactants needed to synthesize it. The reactants are: CC(C)(C)OC(=O)N(CC(=O)O)C1CCCCC1. (6) Given the product CCOC(=O)CCN(C)C(=O)c1ccc(NC(c2oc3ccc(OC)cc3c2C)C(CC)CC)cc1, predict the reactants needed to synthesize it. The reactants are: CCC(CC)C(Nc1ccc(C(=O)O)cc1)c1oc2ccc(OC)cc2c1C.CCOC(=O)CCNC. (7) The reactants are: C1COCCN1.O=C1OCC(Br)=C1Br. Given the product O=C1OCC(N2CCOCC2)=C1Br, predict the reactants needed to synthesize it. (8) Given the product O=Cc1ccccc1-c1cnccn1, predict the reactants needed to synthesize it. The reactants are: Clc1cnccn1.O=Cc1ccccc1B(O)O. (9) Given the product CC(c1oc(=O)c2ccccc2c1C1=CCNCC1)n1nc(I)c2c(N)ncnc21, predict the reactants needed to synthesize it. The reactants are: CC(c1oc(=O)c2ccccc2c1C1=CCN(C(=O)OC(C)(C)C)CC1)n1nc(I)c2c(N)ncnc21.